This data is from Full USPTO retrosynthesis dataset with 1.9M reactions from patents (1976-2016). The task is: Predict the reactants needed to synthesize the given product. (1) Given the product [CH:29]1([C:28]2[C:23]([N:20]3[CH2:21][CH2:22][N:17]([C:15]([C:12]4[CH:11]=[CH:10][C:9]([N:2]5[CH2:3][CH2:4][CH2:5][S:1]5(=[O:7])=[O:6])=[CH:14][N:13]=4)=[O:16])[CH2:18][CH2:19]3)=[N:24][CH:25]=[C:26]([CH:32]3[CH2:34][CH2:33]3)[CH:27]=2)[CH2:30][CH2:31]1, predict the reactants needed to synthesize it. The reactants are: [S:1]1(=[O:7])(=[O:6])[CH2:5][CH2:4][CH2:3][NH:2]1.Br[C:9]1[CH:10]=[CH:11][C:12]([C:15]([N:17]2[CH2:22][CH2:21][N:20]([C:23]3[C:28]([CH:29]4[CH2:31][CH2:30]4)=[CH:27][C:26]([CH:32]4[CH2:34][CH2:33]4)=[CH:25][N:24]=3)[CH2:19][CH2:18]2)=[O:16])=[N:13][CH:14]=1. (2) Given the product [O:4]=[C:5]1[CH2:6][CH2:7][N:8]([C:11]2[CH:18]=[CH:17][C:14]([C:15]#[N:16])=[CH:13][CH:12]=2)[CH2:9][CH2:10]1, predict the reactants needed to synthesize it. The reactants are: O1[C:5]2([CH2:10][CH2:9][N:8]([C:11]3[CH:18]=[CH:17][C:14]([C:15]#[N:16])=[CH:13][CH:12]=3)[CH2:7][CH2:6]2)[O:4]CC1.OS(O)(=O)=O.CCOC(C)=O. (3) Given the product [CH3:48][O:47][C:45]1[CH:46]=[C:41]([CH:42]=[C:43]([C:2]2[C:10]3[C:9]([NH:11][C@H:12]([C:14]4[N:19]([C:20]5[CH:25]=[CH:24][CH:23]=[CH:22][CH:21]=5)[C:18](=[O:26])[C:17]5=[C:27]([CH3:30])[CH:28]=[CH:29][N:16]5[N:15]=4)[CH3:13])=[N:8][CH:7]=[N:6][C:5]=3[N:4]([CH2:31][O:32][CH2:33][CH2:34][Si:35]([CH3:38])([CH3:37])[CH3:36])[CH:3]=2)[CH:44]=1)[C:39]#[N:40], predict the reactants needed to synthesize it. The reactants are: Br[C:2]1[C:10]2[C:9]([NH:11][C@H:12]([C:14]3[N:19]([C:20]4[CH:25]=[CH:24][CH:23]=[CH:22][CH:21]=4)[C:18](=[O:26])[C:17]4=[C:27]([CH3:30])[CH:28]=[CH:29][N:16]4[N:15]=3)[CH3:13])=[N:8][CH:7]=[N:6][C:5]=2[N:4]([CH2:31][O:32][CH2:33][CH2:34][Si:35]([CH3:38])([CH3:37])[CH3:36])[CH:3]=1.[C:39]([C:41]1[CH:42]=[C:43](B(O)O)[CH:44]=[C:45]([O:47][CH3:48])[CH:46]=1)#[N:40].C(=O)([O-])[O-].[Na+].[Na+]. (4) Given the product [OH:19][C:12]([C:8]1[N:7]([CH3:6])[CH:11]=[CH:10][N:9]=1)([C:13]1[CH:14]=[CH:15][CH:16]=[CH:17][CH:18]=1)[CH:20]1[CH2:25][CH2:24][N:23]([C:26]([O:28][C:29]([CH3:31])([CH3:32])[CH3:30])=[O:27])[CH2:22][CH2:21]1, predict the reactants needed to synthesize it. The reactants are: C([Li])CCC.[CH3:6][N:7]1[CH:11]=[CH:10][N:9]=[CH:8]1.[C:12]([CH:20]1[CH2:25][CH2:24][N:23]([C:26]([O:28][C:29]([CH3:32])([CH3:31])[CH3:30])=[O:27])[CH2:22][CH2:21]1)(=[O:19])[C:13]1[CH:18]=[CH:17][CH:16]=[CH:15][CH:14]=1.CCCCCC.C(OCC)(=O)C.